This data is from Catalyst prediction with 721,799 reactions and 888 catalyst types from USPTO. The task is: Predict which catalyst facilitates the given reaction. (1) Reactant: [Br:1][C:2]1[CH:7]=[CH:6][C:5]([C:8]2[CH:13]=[CH:12][C:11]([Br:14])=[CH:10][C:9]=2[O:15]C)=[C:4](N)[CH:3]=1.N([O-])=O.[Na+].NC(N)=O. Product: [Br:14][C:11]1[CH:12]=[CH:13][C:8]2[C:5]3[CH:4]=[CH:3][C:2]([Br:1])=[CH:7][C:6]=3[O:15][C:9]=2[CH:10]=1. The catalyst class is: 561. (2) Reactant: N[C:2]1[CH:7]=[CH:6][CH:5]=[C:4]([Br:8])[C:3]=1[OH:9].C(=O)([O-])[O-].[K+].[K+].Cl[CH2:17][C:18](Cl)=[O:19].C[N:22](C=O)C. Product: [Br:8][C:4]1[C:3]2[O:9][NH:22][C:18](=[O:19])[CH2:17][C:2]=2[CH:7]=[CH:6][CH:5]=1. The catalyst class is: 13.